From a dataset of Forward reaction prediction with 1.9M reactions from USPTO patents (1976-2016). Predict the product of the given reaction. (1) The product is: [OH:17][CH2:16][C:14]1[N:15]=[C:10]([NH:9][C:7]([C:5]2[N:6]=[C:2]([CH3:1])[S:3][C:4]=2[NH:21][C:22]2[CH:23]=[N:24][CH:25]=[CH:26][CH:27]=2)=[O:8])[CH:11]=[CH:12][CH:13]=1. Given the reactants [CH3:1][C:2]1[S:3][C:4]([NH:21][C:22]2[CH:23]=[N:24][CH:25]=[CH:26][CH:27]=2)=[C:5]([C:7]([NH:9][C:10]2[N:15]=[C:14]([CH2:16][O:17]C(=O)C)[CH:13]=[CH:12][CH:11]=2)=[O:8])[N:6]=1.[OH-].[Na+].O.Cl, predict the reaction product. (2) The product is: [F:16][C:17]1[CH:22]=[CH:21][CH:20]=[CH:19][C:18]=1[C:23]1[N:24]=[CH:25][N:26]=[C:27]([N:29]2[CH2:30][CH2:31][N:32]([C:8]([NH:7][C:3]3[N:2]=[N:1][CH:6]=[CH:5][CH:4]=3)=[O:15])[CH2:33][CH2:34]2)[CH:28]=1. Given the reactants [N:1]1[CH:6]=[CH:5][CH:4]=[C:3]([NH:7][C:8](=[O:15])OCC(Cl)(Cl)Cl)[N:2]=1.[F:16][C:17]1[CH:22]=[CH:21][CH:20]=[CH:19][C:18]=1[C:23]1[CH:28]=[C:27]([N:29]2[CH2:34][CH2:33][NH:32][CH2:31][CH2:30]2)[N:26]=[CH:25][N:24]=1, predict the reaction product. (3) Given the reactants [C:1]1([N:7]=[C:8]=[O:9])[CH:6]=[CH:5][CH:4]=[CH:3][CH:2]=1.FC(F)(F)C(O)=O.[CH2:17]([C:25]1([OH:42])[CH:33]=[C:32]2[CH2:34][NH:35][CH2:36][CH2:37][N:30]3[C:31]2=[C:27]([CH:28]=[CH:29]3)[CH:26]1[C:38]([F:41])([F:40])[F:39])[CH2:18][C:19]1[CH:24]=[CH:23][CH:22]=[CH:21][CH:20]=1.C(N(CC)CC)C, predict the reaction product. The product is: [OH:42][C:25]1([CH2:17][CH2:18][C:19]2[CH:24]=[CH:23][CH:22]=[CH:21][CH:20]=2)[CH:33]=[C:32]2[CH2:34][NH:35][CH:36]([C:8]([NH:7][C:1]3[CH:6]=[CH:5][CH:4]=[CH:3][CH:2]=3)=[O:9])[CH2:37][N:30]3[C:31]2=[C:27]([CH:28]=[CH:29]3)[CH:26]1[C:38]([F:41])([F:40])[F:39]. (4) Given the reactants [CH2:1]([O:3][C:4]1[CH:5]=[C:6]2[C:11](=[CH:12][C:13]=1[O:14][CH2:15][CH3:16])[N:10]=[CH:9][C:8]([C:17]#[N:18])=[C:7]2[CH3:19])[CH3:2].N1([C:25]([C:27]2[C:28]([CH3:33])=[N:29][CH:30]=[CH:31][CH:32]=2)=[O:26])C=CN=C1.[Li+].C[Si]([N-][Si](C)(C)C)(C)C, predict the reaction product. The product is: [CH2:1]([O:3][C:4]1[CH:5]=[C:6]2[C:11](=[CH:12][C:13]=1[O:14][CH2:15][CH3:16])[N:10]=[CH:9][C:8]([C:17]#[N:18])=[C:7]2[CH2:19][C:25]([C:27]1[C:28]([CH3:33])=[N:29][CH:30]=[CH:31][CH:32]=1)=[O:26])[CH3:2]. (5) Given the reactants [CH3:1][S@:2](=[O:24])([C:18]1[CH:23]=[CH:22][CH:21]=[CH:20][CH:19]=1)=[N:3][C:4](=[O:17])[C:5]1[CH:10]=[C:9]([C:11]#[C:12][Si](C)(C)C)[CH:8]=[N:7][CH:6]=1.Br[C:26]1[CH:27]=[C:28]2[C:32](=[CH:33][CH:34]=1)[NH:31][C:30](=[O:35])[C:29]2=[O:36], predict the reaction product. The product is: [O:35]=[C:30]1[C:29](=[O:36])[C:28]2[C:32](=[CH:33][CH:34]=[C:26]([C:12]#[C:11][C:9]3[CH:8]=[N:7][CH:6]=[C:5]([CH:10]=3)[C:4]([N:3]=[S@@:2]([CH3:1])(=[O:24])[C:18]3[CH:23]=[CH:22][CH:21]=[CH:20][CH:19]=3)=[O:17])[CH:27]=2)[NH:31]1. (6) Given the reactants [CH3:1][O:2][C:3]([C:5]1[C:6]2[CH:7]=[N:8][NH:9][C:10]=2[CH:11]=[CH:12][CH:13]=1)=[O:4].[F:14][C:15]1[CH:22]=[CH:21][C:18]([CH2:19]Br)=[CH:17][CH:16]=1, predict the reaction product. The product is: [CH3:1][O:2][C:3]([C:5]1[C:6]2[C:10]([CH:11]=[CH:12][CH:13]=1)=[N:9][N:8]([CH2:19][C:18]1[CH:21]=[CH:22][C:15]([F:14])=[CH:16][CH:17]=1)[CH:7]=2)=[O:4].